From a dataset of Reaction yield outcomes from USPTO patents with 853,638 reactions. Predict the reaction yield, written as a fraction of the theoretical maximum amount of product (1.0 means a 100% yield; for example, 0.34 means a 34% yield). (1) The reactants are [Br:1][C:2]1[C:3]([Cl:13])=[C:4]([C:8]([O:10]CC)=[O:9])[S:5][C:6]=1[Br:7].[OH-].[Li+].C1COCC1.Cl. The catalyst is O. The product is [Br:1][C:2]1[C:3]([Cl:13])=[C:4]([C:8]([OH:10])=[O:9])[S:5][C:6]=1[Br:7]. The yield is 0.860. (2) The reactants are CC1C=CC(S(O[CH2:12][CH2:13][N:14]2[CH:18]=[C:17]([I:19])[CH:16]=[N:15]2)(=O)=O)=CC=1.[CH3:20][NH:21][CH3:22].C1COCC1. No catalyst specified. The product is [I:19][C:17]1[CH:16]=[N:15][N:14]([CH2:13][CH2:12][N:21]([CH3:22])[CH3:20])[CH:18]=1. The yield is 0.890. (3) The product is [Cl:13][C:14]1[N:15]=[C:16]([O:12][C:5]2[C:6]([CH3:11])=[CH:7][C:8]([CH3:10])=[CH:9][C:4]=2[CH3:3])[C:17]2[CH:22]=[CH:21][S:20][C:18]=2[N:19]=1. The yield is 0.970. The reactants are [H-].[Na+].[CH3:3][C:4]1[CH:9]=[C:8]([CH3:10])[CH:7]=[C:6]([CH3:11])[C:5]=1[OH:12].[Cl:13][C:14]1[N:15]=[C:16](Cl)[C:17]2[CH:22]=[CH:21][S:20][C:18]=2[N:19]=1. The catalyst is C1COCC1.O. (4) The reactants are [CH3:1][N:2]([CH3:32])[C:3]([C:5]1[N:26]([CH:27]2[CH2:31][CH2:30][CH2:29][CH2:28]2)[C:8]2[N:9]=[C:10]([NH:13][C:14]3[CH:19]=[CH:18][C:17]([N:20]4[CH2:25][CH2:24][NH:23][CH2:22][CH2:21]4)=[CH:16][N:15]=3)[N:11]=[CH:12][C:7]=2[CH:6]=1)=[O:4].Br[CH2:34][CH:35]1[CH2:40][CH2:39][CH2:38][CH2:37][CH2:36]1. The product is [CH3:1][N:2]([CH3:32])[C:3]([C:5]1[N:26]([CH:27]2[CH2:31][CH2:30][CH2:29][CH2:28]2)[C:8]2[N:9]=[C:10]([NH:13][C:14]3[CH:19]=[CH:18][C:17]([N:20]4[CH2:21][CH2:22][N:23]([CH2:34][CH:35]5[CH2:40][CH2:39][CH2:38][CH2:37][CH2:36]5)[CH2:24][CH2:25]4)=[CH:16][N:15]=3)[N:11]=[CH:12][C:7]=2[CH:6]=1)=[O:4]. The yield is 0.630. No catalyst specified. (5) The reactants are [C:1]([O:4][CH2:5][C:6]1[C:11]([N:12]2[CH2:24][CH2:23][N:15]3[C:16]4[CH2:17][CH2:18][CH2:19][CH2:20][C:21]=4[CH:22]=[C:14]3[C:13]2=[O:25])=[CH:10][C:9]([F:26])=[CH:8][C:7]=1N1CCN2C3CCCCC=3C=C2C1=O)(=[O:3])[CH3:2].Br[C:42]1[CH:43]=[C:44]([NH:50][C:51]2[CH:55]=[C:54]([CH2:56][O:57][CH3:58])[N:53]([CH3:59])[N:52]=2)[C:45](=[O:49])[N:46]([CH3:48])[CH:47]=1.C([O-])([O-])=O.[Na+].[Na+]. The catalyst is CN(C=O)C.C1C=CC(P(C2C=CC=CC=2)[C-]2C=CC=C2)=CC=1.C1C=CC(P(C2C=CC=CC=2)[C-]2C=CC=C2)=CC=1.Cl[Pd]Cl.[Fe+2]. The product is [C:1]([O:4][CH2:5][C:6]1[C:11]([N:12]2[CH2:24][CH2:23][N:15]3[C:20]4[CH2:19][CH2:18][CH2:17][CH2:16][C:21]=4[CH:22]=[C:14]3[C:13]2=[O:25])=[CH:10][C:9]([F:26])=[CH:8][C:7]=1[C:42]1[CH:43]=[C:44]([NH:50][C:51]2[CH:55]=[C:54]([CH2:56][O:57][CH3:58])[N:53]([CH3:59])[N:52]=2)[C:45](=[O:49])[N:46]([CH3:48])[CH:47]=1)(=[O:3])[CH3:2]. The yield is 0.530.